This data is from Catalyst prediction with 721,799 reactions and 888 catalyst types from USPTO. The task is: Predict which catalyst facilitates the given reaction. (1) Reactant: [Cl:1][C:2]1[CH:3]=[CH:4][C:5]2[N:11]3[CH:12]=[CH:13][CH:14]=[C:10]3[C@@H:9]([CH2:15][CH2:16][C:17]([OH:19])=O)[O:8][C@H:7]([C:20]3[CH:25]=[CH:24][CH:23]=[C:22]([O:26][CH3:27])[C:21]=3[O:28][CH3:29])[C:6]=2[CH:30]=1.[NH:31]1[CH2:36][CH2:35][CH:34]([O:37][CH2:38][C:39]([O:41][CH3:42])=[O:40])[CH2:33][CH2:32]1.Cl.C(N=C=NCCCN(C)C)C.ON1C2C=CC=CC=2N=N1. Product: [Cl:1][C:2]1[CH:3]=[CH:4][C:5]2[N:11]3[CH:12]=[CH:13][CH:14]=[C:10]3[C@@H:9]([CH2:15][CH2:16][C:17]([N:31]3[CH2:32][CH2:33][CH:34]([O:37][CH2:38][C:39]([O:41][CH3:42])=[O:40])[CH2:35][CH2:36]3)=[O:19])[O:8][C@H:7]([C:20]3[CH:25]=[CH:24][CH:23]=[C:22]([O:26][CH3:27])[C:21]=3[O:28][CH3:29])[C:6]=2[CH:30]=1. The catalyst class is: 4. (2) The catalyst class is: 109. Product: [CH2:29]([O:28][C:26](=[CH2:27])[C:2]([C:11]1[CH:16]=[CH:15][C:14]([C:17]([F:20])([F:19])[F:18])=[CH:13][CH:12]=1)=[CH:3]/[CH:4]=[CH:5]\[C:6]([O:8][CH2:9][CH3:10])=[O:7])[CH3:30]. Reactant: Br/[C:2](/[C:11]1[CH:16]=[CH:15][C:14]([C:17]([F:20])([F:19])[F:18])=[CH:13][CH:12]=1)=[CH:3]\[CH:4]=[CH:5]\[C:6]([O:8][CH2:9][CH3:10])=[O:7].C([Sn](CCCC)(CCCC)[C:26]([O:28][CH2:29][CH3:30])=[CH2:27])CCC.C(=O)([O-])O.[Na+]. (3) Reactant: C([Li])CCC.Br[C:7]1[S:8][CH:9]=[C:10]([Br:12])[CH:11]=1.[F:13][CH:14]([F:20])[C:15](OCC)=[O:16].Cl. Product: [Br:12][C:10]1[CH:11]=[C:7]([C:15](=[O:16])[CH:14]([F:20])[F:13])[S:8][CH:9]=1. The catalyst class is: 27. (4) Reactant: CCN(C(C)C)C(C)C.[CH3:10][C:11]1[C:16]([NH:17][C:18]2[N:23]=[C:22]([C:24]3[CH:29]=[CH:28][CH:27]=[CH:26][CH:25]=3)[CH:21]=[CH:20][N:19]=2)=[CH:15][C:14]([NH2:30])=[CH:13][N:12]=1.[CH3:31][N:32]1[CH2:37][CH2:36][CH:35]([CH2:38][C:39]2[CH:47]=[CH:46][C:42]([C:43](O)=[O:44])=[CH:41][CH:40]=2)[CH2:34][CH2:33]1.F[P-](F)(F)(F)(F)F.N1(O[P+](N(C)C)(N(C)C)N(C)C)C2C=CC=CC=2N=N1. Product: [CH3:10][C:11]1[N:12]=[CH:13][C:14]([NH:30][C:43](=[O:44])[C:42]2[CH:41]=[CH:40][C:39]([CH2:38][CH:35]3[CH2:34][CH2:33][N:32]([CH3:31])[CH2:37][CH2:36]3)=[CH:47][CH:46]=2)=[CH:15][C:16]=1[NH:17][C:18]1[N:23]=[C:22]([C:24]2[CH:29]=[CH:28][CH:27]=[CH:26][CH:25]=2)[CH:21]=[CH:20][N:19]=1. The catalyst class is: 3. (5) Reactant: [K].C([O:9][C:10]1[CH:15]=[CH:14][C:13]([O:16][C:17]2[CH:22]=[CH:21][CH:20]=[CH:19][CH:18]=2)=[CH:12][C:11]=1[N:23]1[S:27](=[O:29])(=[O:28])[NH:26][C:25](=[O:30])[CH2:24]1)C1C=CC=CC=1. Product: [OH:9][C:10]1[CH:15]=[CH:14][C:13]([O:16][C:17]2[CH:18]=[CH:19][CH:20]=[CH:21][CH:22]=2)=[CH:12][C:11]=1[N:23]1[S:27](=[O:29])(=[O:28])[NH:26][C:25](=[O:30])[CH2:24]1. The catalyst class is: 522. (6) Reactant: B(Br)(Br)Br.C[O:6][C:7]1[CH:8]=[C:9]2[CH:15]=[C:14]([CH3:16])[NH:13][C:10]2=[N:11][CH:12]=1.[OH-].[Na+].Cl. Product: [CH3:16][C:14]1[NH:13][C:10]2=[N:11][CH:12]=[C:7]([OH:6])[CH:8]=[C:9]2[CH:15]=1. The catalyst class is: 2. (7) Reactant: [CH3:1][O:2][C:3]1[CH:9]=[CH:8][C:7]([CH3:10])=[CH:6][C:4]=1[NH2:5].[C:11]([N:19]=[C:20]=[S:21])(=[O:18])[C:12]1[CH:17]=[CH:16][CH:15]=[CH:14][CH:13]=1. Product: [CH3:1][O:2][C:3]1[CH:9]=[CH:8][C:7]([CH3:10])=[CH:6][C:4]=1[NH:5][C:20]([NH:19][C:11](=[O:18])[C:12]1[CH:13]=[CH:14][CH:15]=[CH:16][CH:17]=1)=[S:21]. The catalyst class is: 10. (8) Reactant: Cl[C:2]1[CH:20]=[CH:19][C:5]([C:6]([NH:8][C:9]2[CH:10]=[CH:11][C:12]3[N:13]([CH:15]=[C:16]([CH3:18])[N:17]=3)[CH:14]=2)=[O:7])=[CH:4][N:3]=1.C(O)C.CC1(C)C(C)(C)OB([C:32]2[CH2:37][CH2:36][N:35]([C:38]([O:40][C:41]([CH3:44])([CH3:43])[CH3:42])=[O:39])[CH2:34][CH:33]=2)O1.C([O-])([O-])=O.[K+].[K+]. Product: [CH3:18][C:16]1[N:17]=[C:12]2[CH:11]=[CH:10][C:9]([NH:8][C:6]([C:5]3[CH:19]=[CH:20][C:2]([C:32]4[CH2:37][CH2:36][N:35]([C:38]([O:40][C:41]([CH3:44])([CH3:43])[CH3:42])=[O:39])[CH2:34][CH:33]=4)=[N:3][CH:4]=3)=[O:7])=[CH:14][N:13]2[CH:15]=1. The catalyst class is: 149.